Dataset: Reaction yield outcomes from USPTO patents with 853,638 reactions. Task: Predict the reaction yield, written as a fraction of the theoretical maximum amount of product (1.0 means a 100% yield; for example, 0.34 means a 34% yield). (1) The reactants are [CH2:1]([N:8]1[CH2:12][C@@H:11]([C@H:13]2[CH2:17][O:16]C(C)(C)[O:14]2)[CH2:10][C:9]1=[O:20])[C:2]1[CH:7]=[CH:6][CH:5]=[CH:4][CH:3]=1. The catalyst is CO. The product is [CH2:1]([N:8]1[CH2:12][C@@H:11]([C@H:13]([OH:14])[CH2:17][OH:16])[CH2:10][C:9]1=[O:20])[C:2]1[CH:3]=[CH:4][CH:5]=[CH:6][CH:7]=1. The yield is 1.00. (2) The reactants are [OH:1][C:2]1[CH:9]=[CH:8][C:5]([CH:6]=[O:7])=[CH:4][C:3]=1[O:10][CH3:11].C(=O)([O-])[O-].[Li+].[Li+].[Cl:18][C:19]1[CH:26]=[C:25](F)[CH:24]=[CH:23][C:20]=1[C:21]#[N:22].O. The catalyst is CS(C)=O. The product is [Cl:18][C:19]1[CH:26]=[C:25]([O:1][C:2]2[CH:9]=[CH:8][C:5]([CH:6]=[O:7])=[CH:4][C:3]=2[O:10][CH3:11])[CH:24]=[CH:23][C:20]=1[C:21]#[N:22]. The yield is 0.880.